From a dataset of Reaction yield outcomes from USPTO patents with 853,638 reactions. Predict the reaction yield, written as a fraction of the theoretical maximum amount of product (1.0 means a 100% yield; for example, 0.34 means a 34% yield). (1) The yield is 0.0800. The product is [Cl:1][C:2]1[CH:3]=[C:4]([NH:17][C:18]2[C:27]3[C:22](=[CH:23][CH:24]=[C:25]([N:28]=[C:31]4[CH2:32][CH2:33][CH2:34][N:30]4[CH3:29])[CH:26]=3)[N:21]=[CH:20][N:19]=2)[CH:5]=[CH:6][C:7]=1[O:8][CH2:9][C:10]1[CH:15]=[CH:14][CH:13]=[C:12]([F:16])[CH:11]=1. The reactants are [Cl:1][C:2]1[CH:3]=[C:4]([NH:17][C:18]2[C:27]3[C:22](=[CH:23][CH:24]=[C:25]([NH2:28])[CH:26]=3)[N:21]=[CH:20][N:19]=2)[CH:5]=[CH:6][C:7]=1[O:8][CH2:9][C:10]1[CH:15]=[CH:14][CH:13]=[C:12]([F:16])[CH:11]=1.[CH3:29][N:30]1[CH2:34][CH2:33][CH2:32][C:31]1=O.P(Cl)(Cl)(Cl)=O.CCN(CC)CC. The catalyst is C(Cl)Cl. (2) The reactants are [CH3:1][C:2]1[C:10]([N+:11]([O-])=O)=[CH:9][CH:8]=[CH:7][C:3]=1[CH2:4][O:5][CH3:6]. The catalyst is CCOC(C)=O.CCO.[Pd]. The product is [CH3:6][O:5][CH2:4][C:3]1[C:2]([CH3:1])=[C:10]([CH:9]=[CH:8][CH:7]=1)[NH2:11]. The yield is 0.780. (3) The reactants are [CH3:1][C:2]1[CH:3]=[C:4]([CH:8]=[CH:9][C:10]=1[C:11]([N:13]1[CH2:17][CH2:16][CH2:15][CH2:14]1)=[O:12])[C:5]([OH:7])=O.CN(C(ON1N=NC2C=CC=CC1=2)=[N+](C)C)C.[B-](F)(F)(F)F.C(N(C(C)C)CC)(C)C.[Cl:49][C:50]1[CH:64]=[CH:63][C:53]2[NH:54][C:55]([C@@H:57]([NH2:62])[C:58]([CH3:61])([CH3:60])[CH3:59])=[N:56][C:52]=2[CH:51]=1.ClCl. The catalyst is O1CCCC1.C(OCC)(=O)C. The product is [Cl:49][C:50]1[CH:64]=[CH:63][C:53]2[NH:54][C:55]([C@@H:57]([NH:62][C:5](=[O:7])[C:4]3[CH:8]=[CH:9][C:10]([C:11]([N:13]4[CH2:17][CH2:16][CH2:15][CH2:14]4)=[O:12])=[C:2]([CH3:1])[CH:3]=3)[C:58]([CH3:60])([CH3:61])[CH3:59])=[N:56][C:52]=2[CH:51]=1. The yield is 0.210.